Dataset: Reaction yield outcomes from USPTO patents with 853,638 reactions. Task: Predict the reaction yield, written as a fraction of the theoretical maximum amount of product (1.0 means a 100% yield; for example, 0.34 means a 34% yield). (1) The reactants are [CH:1]([C:4]1[N:9]=[C:8]([C:10]2[CH:15]=[C:14]([S:16]([N:19]3[CH2:24][CH2:23][N:22]([CH3:25])[CH2:21][CH2:20]3)(=[O:18])=[O:17])[CH:13]=[CH:12][C:11]=2[O:26][CH2:27][CH2:28][CH3:29])[NH:7][C:6](=[O:30])[CH:5]=1)([CH3:3])[CH3:2].[I:31]I. The catalyst is [N+]([O-])([O-])=O.[Ag+].CO. The product is [I:31][C:5]1[C:6](=[O:30])[NH:7][C:8]([C:10]2[CH:15]=[C:14]([S:16]([N:19]3[CH2:24][CH2:23][N:22]([CH3:25])[CH2:21][CH2:20]3)(=[O:18])=[O:17])[CH:13]=[CH:12][C:11]=2[O:26][CH2:27][CH2:28][CH3:29])=[N:9][C:4]=1[CH:1]([CH3:3])[CH3:2]. The yield is 0.700. (2) The reactants are [CH2:1]([O:3][C:4](=[O:14])/[CH:5]=[CH:6]/[C:7]1[CH:8]=[N:9][C:10]([Cl:13])=[CH:11][CH:12]=1)[CH3:2].[Br-].[F:16][C:17]1[CH:28]=[CH:27][CH:26]=[CH:25][C:18]=1[CH2:19][S+]1CCCC1. No catalyst specified. The product is [CH2:1]([O:3][C:4]([C@@H:5]1[C@H:19]([C:18]2[CH:25]=[CH:26][CH:27]=[CH:28][C:17]=2[F:16])[C@H:6]1[C:7]1[CH:8]=[N:9][C:10]([Cl:13])=[CH:11][CH:12]=1)=[O:14])[CH3:2]. The yield is 0.730. (3) The reactants are C([CH2:4][NH:5][C:6]1[CH:14]=[CH:13][C:12]([Cl:15])=[CH:11][C:7]=1[C:8](O)=O)(O)=O.[C:16]([O-:19])(=[O:18])[CH3:17].[Na+].C(O[C:25](=[O:27])[CH3:26])(=O)C. No catalyst specified. The product is [C:25]([N:5]1[C:6]2[C:7](=[CH:11][C:12]([Cl:15])=[CH:13][CH:14]=2)[C:8]([O:18][C:16](=[O:19])[CH3:17])=[CH:4]1)(=[O:27])[CH3:26]. The yield is 0.640. (4) The product is [CH3:14][O:13][C:7]1[CH:8]=[C:9]([O:11][CH3:12])[CH:10]=[C:2]2[C:3]=1[C:4](=[O:5])[NH:6][C:21]([C:18]1[CH:19]=[CH:20][N:15]=[CH:16][CH:17]=1)=[N:1]2. The reactants are [NH2:1][C:2]1[CH:10]=[C:9]([O:11][CH3:12])[CH:8]=[C:7]([O:13][CH3:14])[C:3]=1[C:4]([NH2:6])=[O:5].[N:15]1[CH:20]=[CH:19][C:18]([CH:21]=O)=[CH:17][CH:16]=1.COC1C=C(OC)C=C2C=1C(=O)NC(C1C=CC=CN=1)=N2. No catalyst specified. The yield is 0.630.